From a dataset of Full USPTO retrosynthesis dataset with 1.9M reactions from patents (1976-2016). Predict the reactants needed to synthesize the given product. (1) Given the product [ClH:48].[CH2:1]([C@@H:8]1[CH2:13][N:12]([CH2:14][C:15]2[CH:16]=[CH:17][CH:18]=[CH:19][CH:20]=2)[CH2:11][CH2:10][N:9]1[C:21]([C:23]1[CH:27]=[CH:26][N:25]([CH2:28][C:29]([OH:31])=[O:30])[C:24]=1[C:36]1[CH:41]=[CH:40][CH:39]=[CH:38][CH:37]=1)=[O:22])[C:2]1[CH:7]=[CH:6][CH:5]=[CH:4][CH:3]=1, predict the reactants needed to synthesize it. The reactants are: [CH2:1]([C@@H:8]1[CH2:13][N:12]([CH2:14][C:15]2[CH:20]=[CH:19][CH:18]=[CH:17][CH:16]=2)[CH2:11][CH2:10][N:9]1[C:21]([C:23]1[CH:27]=[CH:26][N:25]([CH2:28][C:29]([O:31]C(C)(C)C)=[O:30])[C:24]=1[C:36]1[CH:41]=[CH:40][CH:39]=[CH:38][CH:37]=1)=[O:22])[C:2]1[CH:7]=[CH:6][CH:5]=[CH:4][CH:3]=1.C(OCC)(=O)C.[ClH:48]. (2) Given the product [C:24]([O:23][C:21]([N:12]1[CH2:13][CH2:14][C@@H:15]([C:16]([OH:18])=[O:17])[C@H:10]([C:5]2[CH:6]=[CH:7][CH:8]=[CH:9][C:4]=2[CH:1]([CH3:3])[CH3:2])[CH2:11]1)=[O:22])([CH3:27])([CH3:26])[CH3:25], predict the reactants needed to synthesize it. The reactants are: [CH:1]([C:4]1[CH:9]=[CH:8][CH:7]=[CH:6][C:5]=1[C@H:10]1[C@H:15]([C:16]([O:18]CC)=[O:17])[CH2:14][CH2:13][N:12]([C:21]([O:23][C:24]([CH3:27])([CH3:26])[CH3:25])=[O:22])[CH2:11]1)([CH3:3])[CH3:2].[OH-].[Na+].C(O)(=O)CC(CC(O)=O)(C(O)=O)O. (3) Given the product [CH3:19][O:20][C:21]1[C:22](=[O:45])[C:23]([CH3:44])=[C:24]([CH2:30][C:31]2[C:32]([O:40][C:41](=[O:43])[CH3:42])=[C:33]([CH:37]=[CH:38][CH:39]=2)[C:34]([N:1]2[CH2:6][CH2:5][CH2:4][CH2:3][CH2:2]2)=[O:35])[C:25](=[O:29])[C:26]=1[O:27][CH3:28], predict the reactants needed to synthesize it. The reactants are: [NH:1]1[CH2:6][CH2:5][CH2:4][CH2:3][CH2:2]1.Cl.C(N=C=NCCCN(C)C)C.[CH3:19][O:20][C:21]1[C:22](=[O:45])[C:23]([CH3:44])=[C:24]([CH2:30][C:31]2[C:32]([O:40][C:41](=[O:43])[CH3:42])=[C:33]([CH:37]=[CH:38][CH:39]=2)[C:34](O)=[O:35])[C:25](=[O:29])[C:26]=1[O:27][CH3:28]. (4) Given the product [N+:1]([C:4]1[CH:9]=[CH:8][C:7]([CH2:10][CH2:11][C:12]([NH2:16])=[O:14])=[CH:6][CH:5]=1)([O-:3])=[O:2], predict the reactants needed to synthesize it. The reactants are: [N+:1]([C:4]1[CH:9]=[CH:8][C:7]([CH2:10][CH2:11][C:12]([OH:14])=O)=[CH:6][CH:5]=1)([O-:3])=[O:2].C[N:16](C)C=O.C(Cl)(=O)C(Cl)=O.